Dataset: Reaction yield outcomes from USPTO patents with 853,638 reactions. Task: Predict the reaction yield, written as a fraction of the theoretical maximum amount of product (1.0 means a 100% yield; for example, 0.34 means a 34% yield). (1) The reactants are [I-].[CH:2]1([CH2:8][N+:9]2([CH2:15][CH3:16])[CH2:14][CH2:13][CH2:12][CH2:11][CH2:10]2)[CH2:7][CH2:6][CH2:5][CH2:4][CH2:3]1.[OH2:17].[OH-]. No catalyst specified. The product is [OH-:17].[CH:2]1([CH2:8][N+:9]2([CH2:15][CH3:16])[CH2:14][CH2:13][CH2:12][CH2:11][CH2:10]2)[CH2:7][CH2:6][CH2:5][CH2:4][CH2:3]1. The yield is 1.00. (2) The reactants are [NH2:1][C:2]1[C:7](Br)=[CH:6][CH:5]=[CH:4][N:3]=1.[CH3:9][Si:10]([C:13]#[CH:14])([CH3:12])[CH3:11].C(N(CC)C(C)C)(C)C.O. The catalyst is CN1CCCC1=O.C1C=CC([P]([Pd]([P](C2C=CC=CC=2)(C2C=CC=CC=2)C2C=CC=CC=2)([P](C2C=CC=CC=2)(C2C=CC=CC=2)C2C=CC=CC=2)[P](C2C=CC=CC=2)(C2C=CC=CC=2)C2C=CC=CC=2)(C2C=CC=CC=2)C2C=CC=CC=2)=CC=1.[Cu]I. The product is [CH3:9][Si:10]([C:13]#[C:14][C:7]1[C:2]([NH2:1])=[N:3][CH:4]=[CH:5][CH:6]=1)([CH3:12])[CH3:11]. The yield is 0.940.